Dataset: Reaction yield outcomes from USPTO patents with 853,638 reactions. Task: Predict the reaction yield, written as a fraction of the theoretical maximum amount of product (1.0 means a 100% yield; for example, 0.34 means a 34% yield). (1) The reactants are [NH2:1][C:2]1[CH:10]=[CH:9][CH:8]=[C:7]2[C:3]=1[C:4](=[O:20])[N:5]([CH:12]1[CH2:17][CH2:16][C:15](=[O:18])[NH:14][C:13]1=[O:19])[C:6]2=[O:11].[N+:21]([C:24]1[CH:32]=[CH:31][C:27]([C:28](Cl)=[O:29])=[CH:26][CH:25]=1)([O-:23])=[O:22].CO. The catalyst is C1COCC1. The product is [O:19]=[C:13]1[CH:12]([N:5]2[C:4](=[O:20])[C:3]3[C:7](=[CH:8][CH:9]=[CH:10][C:2]=3[NH:1][C:28](=[O:29])[C:27]3[CH:26]=[CH:25][C:24]([N+:21]([O-:23])=[O:22])=[CH:32][CH:31]=3)[C:6]2=[O:11])[CH2:17][CH2:16][C:15](=[O:18])[NH:14]1. The yield is 0.730. (2) The reactants are [CH3:1][C:2]1[CH:11]=[CH:10][C:9]2[C:4](=[CH:5][CH:6]=[C:7]3[O:15][CH2:14][C@H:13]([CH2:16][OH:17])[O:12][C:8]3=2)[N:3]=1.[S:18](Cl)([C:21]1[CH:27]=[CH:26][C:24]([Br:25])=[CH:23][CH:22]=1)(=[O:20])=[O:19].C(N(CC)CC)C.O. The catalyst is C1(C)C=CC=CC=1.C(O)(C)C.CN(C1C=CC=CN=1)C. The product is [CH3:1][C:2]1[CH:11]=[CH:10][C:9]2[C:4](=[CH:5][CH:6]=[C:7]3[O:15][CH2:14][C@H:13]([CH2:16][O:17][S:18]([C:21]4[CH:27]=[CH:26][C:24]([Br:25])=[CH:23][CH:22]=4)(=[O:20])=[O:19])[O:12][C:8]3=2)[N:3]=1. The yield is 0.769.